From a dataset of Full USPTO retrosynthesis dataset with 1.9M reactions from patents (1976-2016). Predict the reactants needed to synthesize the given product. (1) The reactants are: [C:1]1([CH2:7][CH:8]([NH:10][CH2:11][C:12]2[CH:17]=[CH:16][CH:15]=[CH:14][CH:13]=2)[CH3:9])[CH:6]=[CH:5][CH:4]=[CH:3][CH:2]=1.C(O)(=O)[C@H](C1C=CC=CC=1)O. Given the product [C:1]1([CH2:7][C@H:8]([NH:10][CH2:11][C:12]2[CH:13]=[CH:14][CH:15]=[CH:16][CH:17]=2)[CH3:9])[CH:2]=[CH:3][CH:4]=[CH:5][CH:6]=1, predict the reactants needed to synthesize it. (2) Given the product [ClH:1].[ClH:1].[NH2:3][C:4]1[CH:5]=[CH:6][C:7]([N:11]2[CH2:16][CH2:15][CH2:14][C@@H:13]([C:17]([N:19]3[CH2:23][CH2:22][C@H:21]([OH:29])[CH2:20]3)=[O:18])[CH2:12]2)=[N:8][C:9]=1[NH2:10], predict the reactants needed to synthesize it. The reactants are: [ClH:1].Cl.[NH2:3][C:4]1[CH:5]=[CH:6][C:7]([N:11]2[CH2:16][CH2:15][CH2:14][C@@H:13]([C:17]([N:19]3[CH2:23][CH2:22][CH2:21][CH2:20]3)=[O:18])[CH2:12]2)=[N:8][C:9]=1[NH2:10].N1CC[C@H]([OH:29])C1.Cl. (3) Given the product [CH3:35][N:36]([CH3:42])[CH:37]1[CH2:41][CH2:40][N:39]([C:25]([C:22]2[N:23]=[CH:24][C:19]([C:12]3[CH:11]=[C:10]4[C:15]([CH2:16][CH:17]([CH3:18])[N:8]([C:6]5[CH:5]=[C:4]([N:28]6[CH2:33][CH2:32][N:31]([CH3:34])[CH2:30][CH2:29]6)[N:3]=[C:2]([NH2:1])[N:7]=5)[CH2:9]4)=[CH:14][CH:13]=3)=[CH:20][CH:21]=2)=[O:27])[CH2:38]1, predict the reactants needed to synthesize it. The reactants are: [NH2:1][C:2]1[N:7]=[C:6]([N:8]2[CH:17]([CH3:18])[CH2:16][C:15]3[C:10](=[CH:11][C:12]([C:19]4[CH:20]=[CH:21][C:22]([C:25]([OH:27])=O)=[N:23][CH:24]=4)=[CH:13][CH:14]=3)[CH2:9]2)[CH:5]=[C:4]([N:28]2[CH2:33][CH2:32][N:31]([CH3:34])[CH2:30][CH2:29]2)[N:3]=1.[CH3:35][N:36]([CH3:42])[CH:37]1[CH2:41][CH2:40][NH:39][CH2:38]1. (4) Given the product [Cl:12][CH2:13][CH2:14][C@@H:15]([C:17]1[S:18][CH:19]=[CH:20][CH:21]=1)[OH:16], predict the reactants needed to synthesize it. The reactants are: [H-].ClCC(=O)CC1SC=CC=1.[Cl:12][CH2:13][CH2:14][CH:15]([C:17]1[S:18][CH:19]=[CH:20][CH:21]=1)[OH:16]. (5) Given the product [CH:10]1[C:11]2[CH:12]([CH2:14][O:15][C:16]([NH:18][C@@H:19]([CH2:32][S:41][C:42]3[CH:43]=[CH:44][CH:45]=[CH:46][CH:47]=3)[CH2:20][CH2:21][CH2:22][CH2:23][NH:24][C:25](=[O:31])[O:26][C:27]([CH3:29])([CH3:28])[CH3:30])=[O:17])[C:13]3[C:5](=[CH:4][CH:3]=[CH:2][CH:1]=3)[C:6]=2[CH:7]=[CH:8][CH:9]=1, predict the reactants needed to synthesize it. The reactants are: [CH:1]1[C:13]2[CH:12]([CH2:14][O:15][C:16]([NH:18][C@@H:19]([CH2:32]O)[CH2:20][CH2:21][CH2:22][CH2:23][NH:24][C:25](=[O:31])[O:26][C:27]([CH3:30])([CH3:29])[CH3:28])=[O:17])[C:11]3[C:6](=[CH:7][CH:8]=[CH:9][CH:10]=3)[C:5]=2[CH:4]=[CH:3][CH:2]=1.[C:42]1([S:41][S:41][C:42]2[CH:47]=[CH:46][CH:45]=[CH:44][CH:43]=2)[CH:47]=[CH:46][CH:45]=[CH:44][CH:43]=1.P(CCCC)(CCCC)CCCC. (6) Given the product [Cl:14][C:6]1[CH:7]=[C:8]([O:12][CH3:13])[CH:9]=[C:10]([Cl:11])[C:5]=1[C:3]1[N:15]=[C:16]([NH2:18])[S:17][CH:2]=1, predict the reactants needed to synthesize it. The reactants are: Br[CH2:2][C:3]([C:5]1[C:10]([Cl:11])=[CH:9][C:8]([O:12][CH3:13])=[CH:7][C:6]=1[Cl:14])=O.[NH2:15][C:16]([NH2:18])=[S:17]. (7) The reactants are: [C:1]([C:3]1[N:4]=[CH:5][C:6]([NH:20][C@H:21]([C:25]2[CH:30]=[CH:29][CH:28]=[CH:27][CH:26]=2)[C:22]([NH2:24])=[O:23])=[N:7][C:8]=1[NH:9][C:10]1[CH:11]=[C:12]2[C:17](=[CH:18][CH:19]=1)[N:16]=[CH:15][CH:14]=[CH:13]2)#[N:2].[OH-].[Na+].OO.CC(O)=[O:37]. Given the product [NH2:24][C:22](=[O:23])[C@H:21]([NH:20][C:6]1[N:7]=[C:8]([NH:9][C:10]2[CH:11]=[C:12]3[C:17](=[CH:18][CH:19]=2)[N:16]=[CH:15][CH:14]=[CH:13]3)[C:3]([C:1]([NH2:2])=[O:37])=[N:4][CH:5]=1)[C:25]1[CH:30]=[CH:29][CH:28]=[CH:27][CH:26]=1, predict the reactants needed to synthesize it.